This data is from Catalyst prediction with 721,799 reactions and 888 catalyst types from USPTO. The task is: Predict which catalyst facilitates the given reaction. (1) Reactant: [CH2:1]([N:3]([CH2:26][C:27]([O:29]C)=O)[C:4]([C:6]1[CH:7]=[C:8]2[C:16](=[CH:17][CH:18]=1)[N:15]([CH3:19])[C:14]1[CH2:13][CH2:12][CH:11]([CH:20]3[CH2:25][CH2:24][O:23][CH2:22][CH2:21]3)[CH2:10][C:9]2=1)=[O:5])[CH3:2].[OH-].[Li+].C(N(CC)C(C)C)(C)C.CN(C(O[N:50]1N=N[C:52]2[CH:53]=C[CH:55]=[N:56][C:51]1=2)=[N+](C)C)C.F[P-](F)(F)(F)(F)F. Product: [CH2:1]([N:3]([CH2:26][C:27]([NH:50][C:51]1([N+:56]#[C-:55])[CH2:53][CH2:52]1)=[O:29])[C:4]([C:6]1[CH:7]=[C:8]2[C:16](=[CH:17][CH:18]=1)[N:15]([CH3:19])[C:14]1[CH2:13][CH2:12][CH:11]([CH:20]3[CH2:21][CH2:22][O:23][CH2:24][CH2:25]3)[CH2:10][C:9]2=1)=[O:5])[CH3:2]. The catalyst class is: 12. (2) Reactant: [N+:1]([C:4]1[CH:12]=[C:11]2[C:7]([CH2:8][NH:9][C:10]2=[O:13])=[C:6]([C:14]2[CH:19]=[CH:18][C:17]([NH:20]C(=O)OC(C)(C)C)=[CH:16][CH:15]=2)[CH:5]=1)([O-:3])=[O:2]. Product: [NH2:20][C:17]1[CH:16]=[CH:15][C:14]([C:6]2[CH:5]=[C:4]([N+:1]([O-:3])=[O:2])[CH:12]=[C:11]3[C:7]=2[CH2:8][NH:9][C:10]3=[O:13])=[CH:19][CH:18]=1. The catalyst class is: 137.